Dataset: Full USPTO retrosynthesis dataset with 1.9M reactions from patents (1976-2016). Task: Predict the reactants needed to synthesize the given product. (1) Given the product [C:13]12([CH2:23][CH2:24][C:25]([NH:2][NH:1][C:3]3[CH:12]=[CH:11][CH:10]=[C:9]4[C:4]=3[CH:5]=[CH:6][CH:7]=[N:8]4)=[O:26])[CH2:20][CH:19]3[CH2:18][CH:17]([CH2:16][CH:15]([CH2:21]3)[CH2:14]1)[CH2:22]2, predict the reactants needed to synthesize it. The reactants are: [NH:1]([C:3]1[CH:12]=[CH:11][CH:10]=[C:9]2[C:4]=1[CH:5]=[CH:6][CH:7]=[N:8]2)[NH2:2].[C:13]12([CH2:23][CH2:24][C:25](Cl)=[O:26])[CH2:22][CH:17]3[CH2:18][CH:19]([CH2:21][CH:15]([CH2:16]3)[CH2:14]1)[CH2:20]2. (2) Given the product [Cl:1][C:2]1[CH:7]=[CH:6][CH:5]=[C:4]([C:8]([F:9])([F:10])[F:11])[C:3]=1[CH:17]=[O:18], predict the reactants needed to synthesize it. The reactants are: [Cl:1][C:2]1[CH:7]=[CH:6][CH:5]=[C:4]([C:8]([F:11])([F:10])[F:9])[CH:3]=1.[Li]CCCC.[CH3:17][O:18]C=O. (3) Given the product [NH:8]1[C:5]2=[N:6][CH:7]=[C:2]([C:19]3[CH:20]=[C:15]([CH:16]=[CH:17][CH:18]=3)[C:13]([O:12][CH3:11])=[O:14])[CH:3]=[C:4]2[CH:10]=[N:9]1, predict the reactants needed to synthesize it. The reactants are: Br[C:2]1[CH:3]=[C:4]2[CH:10]=[N:9][NH:8][C:5]2=[N:6][CH:7]=1.[CH3:11][O:12][C:13]([C:15]1[CH:16]=[C:17](B(O)O)[CH:18]=[CH:19][CH:20]=1)=[O:14].C(=O)(O)[O-].[Na+]. (4) Given the product [CH2:19]([O:8][C:7]1[CH:6]=[CH:5][C:4]([CH2:9][C:10]([CH3:12])=[O:11])=[CH:3][C:2]=1[Br:1])[C:20]1[CH:25]=[CH:24][CH:23]=[CH:22][CH:21]=1, predict the reactants needed to synthesize it. The reactants are: [Br:1][C:2]1[CH:3]=[C:4]([CH2:9][C:10]([CH3:12])=[O:11])[CH:5]=[CH:6][C:7]=1[OH:8].C(=O)([O-])[O-].[K+].[K+].[CH2:19](Br)[C:20]1[CH:25]=[CH:24][CH:23]=[CH:22][CH:21]=1.O.